From a dataset of Catalyst prediction with 721,799 reactions and 888 catalyst types from USPTO. Predict which catalyst facilitates the given reaction. (1) Reactant: [O:1]1[CH:6]=[CH:5][CH2:4][CH2:3][CH2:2]1.[OH:7][C:8]1[CH:9]=[C:10]([C:14]2[CH:15]([C:26]3[CH:31]=[CH:30][C:29]([I:32])=[CH:28][CH:27]=3)[O:16][C:17]3[C:22]([C:23]=2[CH3:24])=[CH:21][C:20]([OH:25])=[CH:19][CH:18]=3)[CH:11]=[CH:12][CH:13]=1.[C:47]1(C)[CH:48]=[CH:49]C(S([O-])(=[O:40])=[O:40])=[CH:45][CH:46]=1.[NH+]1[CH:49]=[CH:48][CH:47]=[CH:46][CH:45]=1. Product: [I:32][C:29]1[CH:28]=[CH:27][C:26]([CH:15]2[C:14]([C:10]3[CH:11]=[CH:12][CH:13]=[C:8]([O:7][CH:6]4[CH2:5][CH2:4][CH2:3][CH2:2][O:1]4)[CH:9]=3)=[C:23]([CH3:24])[C:22]3[C:17](=[CH:18][CH:19]=[C:20]([O:25][CH:49]4[CH2:48][CH2:47][CH2:46][CH2:45][O:40]4)[CH:21]=3)[O:16]2)=[CH:31][CH:30]=1. The catalyst class is: 2. (2) Reactant: Cl.[CH2:2]([O:4][C:5](=[O:8])[CH2:6][NH2:7])[CH3:3].S([O-])([O-])(=O)=O.[Mg+2].[CH2:15]([O:17][C:18](=[O:34])[C:19]1[CH:24]=[CH:23][C:22]([O:25][C:26]2[CH:31]=[CH:30][CH:29]=[CH:28][CH:27]=2)=[CH:21][C:20]=1[CH:32]=O)[CH3:16]. Product: [CH2:15]([O:17][C:18](=[O:34])[C:19]1[CH:24]=[CH:23][C:22]([O:25][C:26]2[CH:31]=[CH:30][CH:29]=[CH:28][CH:27]=2)=[CH:21][C:20]=1[CH:32]=[N:7][CH2:6][C:5]([O:4][CH2:2][CH3:3])=[O:8])[CH3:16]. The catalyst class is: 236. (3) Reactant: [CH3:1][CH:2]([CH3:20])[CH2:3][CH:4]([N:8]1[C:16]2[C:11](=[CH:12][C:13]([CH3:17])=[CH:14][CH:15]=2)[C:10](=[O:18])[C:9]1=[O:19])[C:5]([OH:7])=O.[N:21]1[CH:26]=[CH:25][CH:24]=[CH:23][C:22]=1[NH2:27].C(N(CC)C(C)C)(C)C.F[P-](F)(F)(F)(F)F.N1(O[P+](N(C)C)(N(C)C)N(C)C)C2C=CC=CC=2N=N1. Product: [N:21]1[CH:26]=[CH:25][CH:24]=[CH:23][C:22]=1[NH:27][C:5](=[O:7])[CH:4]([N:8]1[C:16]2[C:11](=[CH:12][C:13]([CH3:17])=[CH:14][CH:15]=2)[C:10](=[O:18])[C:9]1=[O:19])[CH2:3][CH:2]([CH3:1])[CH3:20]. The catalyst class is: 42. (4) Reactant: [C:1]([C@@H:9]1[CH2:13][CH:12]([CH2:14][C:15]2[CH:20]=[CH:19][C:18]([C:21]3[CH:26]=[CH:25][CH:24]=[CH:23][CH:22]=3)=[CH:17][CH:16]=2)[N:11](/[CH:27]=[CH:28]/[C:29]2[CH:34]=[CH:33][CH:32]=[CH:31][CH:30]=2)[C:10]1=[O:35])(=O)C1C=CC=CC=1.C=O.C([O-])([O-])=O.[K+].[K+]. Product: [C:18]1([C:21]2[CH:22]=[CH:23][CH:24]=[CH:25][CH:26]=2)[CH:17]=[CH:16][C:15]([CH2:14][C@H:12]2[N:11](/[CH:27]=[CH:28]/[C:29]3[CH:30]=[CH:31][CH:32]=[CH:33][CH:34]=3)[C:10](=[O:35])[C:9](=[CH2:1])[CH2:13]2)=[CH:20][CH:19]=1. The catalyst class is: 7. (5) Reactant: [Br:1][C:2]1[CH:14]=[CH:13][C:12]2[C:11]3[C:6](=[CH:7][C:8]([Br:15])=[CH:9][CH:10]=3)[C:5]([CH2:19][CH:20]=[O:21])([CH2:16][CH:17]=[O:18])[C:4]=2[CH:3]=1.[BH4-].[Na+]. Product: [Br:1][C:2]1[CH:14]=[CH:13][C:12]2[C:11]3[C:6](=[CH:7][C:8]([Br:15])=[CH:9][CH:10]=3)[C:5]([CH2:16][CH2:17][OH:18])([CH2:19][CH2:20][OH:21])[C:4]=2[CH:3]=1. The catalyst class is: 92.